From a dataset of Forward reaction prediction with 1.9M reactions from USPTO patents (1976-2016). Predict the product of the given reaction. (1) Given the reactants [Cl:1][C:2]1[C:3]([F:11])=[C:4]([CH:8]=[CH:9][CH:10]=1)[C:5]([NH2:7])=[O:6].Br[CH2:13][C:14](=O)[C:15]([O:17][CH2:18][CH3:19])=[O:16], predict the reaction product. The product is: [Cl:1][C:2]1[C:3]([F:11])=[C:4]([C:5]2[O:6][CH:13]=[C:14]([C:15]([O:17][CH2:18][CH3:19])=[O:16])[N:7]=2)[CH:8]=[CH:9][CH:10]=1. (2) Given the reactants [CH2:1]([O:3][C:4]([C:6]1[CH:18]=[CH:17][CH:16]=[CH:15][C:7]=1OCCCC(O)=O)=[O:5])[CH3:2].C1CN([P+](ON2N=NC3C=CC=CC2=3)(N2CCCC2)N2CCCC2)CC1.F[P-](F)(F)(F)(F)F.O.[OH:53][C:54]1C2N=NNC=2[CH:57]=[CH:56][CH:55]=1.CN1CCOCC1.[NH:70]1[C:78]2[CH2:77][CH2:76][NH:75][CH2:74][C:73]=2[N:72]=[C:71]1[CH:79]([C:81]1[NH:82][C:83]2[CH:89]=[C:88]([NH:90][C:91]([NH2:93])=[NH:92])[CH:87]=[CH:86][C:84]=2[N:85]=1)[CH3:80], predict the reaction product. The product is: [NH:90]([C:88]1[CH:87]=[CH:86][C:84]2[NH:85][C:81]([CH:79]([C:71]3[NH:70][C:78]4[CH2:77][CH2:76][N:75]([C:54](=[O:53])[CH2:55][CH2:56][CH2:57][C:7]5[CH:15]=[CH:16][CH:17]=[CH:18][C:6]=5[C:4]([O:3][CH2:1][CH3:2])=[O:5])[CH2:74][C:73]=4[N:72]=3)[CH3:80])=[N:82][C:83]=2[CH:89]=1)[C:91]([NH2:93])=[NH:92]. (3) Given the reactants [C:1]([C:4]1[CH:9]=[CH:8][C:7]([C:10]2[CH:11]=[N:12][C:13]([C:16]([F:19])([F:18])[F:17])=[N:14][CH:15]=2)=[CH:6][C:5]=1[CH2:20][NH:21]C(=O)OC(C)(C)C)(=[O:3])[NH2:2].Cl.O1CCOCC1, predict the reaction product. The product is: [NH2:21][CH2:20][C:5]1[CH:6]=[C:7]([C:10]2[CH:11]=[N:12][C:13]([C:16]([F:19])([F:18])[F:17])=[N:14][CH:15]=2)[CH:8]=[CH:9][C:4]=1[C:1]([NH2:2])=[O:3]. (4) Given the reactants S(=O)(=O)(O)O.[OH:6][C:7]1[CH:16]=[C:15]2[C:10]([CH:11]([CH3:18])[CH2:12][C:13](=[O:17])[O:14]2)=[CH:9][CH:8]=1.C(Cl)(Cl)Cl.[C:23]([O-])(O)=[O:24].[Na+], predict the reaction product. The product is: [OH:14][C:15]1[CH:16]=[C:7]([OH:6])[CH:8]=[CH:9][C:10]=1[CH:11]([CH3:18])[CH2:12][C:13]([O:24][CH3:23])=[O:17]. (5) Given the reactants [CH3:1][N:2]([CH:15]1[CH2:20][CH2:19][N:18](C(OC(C)(C)C)=O)[CH2:17][CH2:16]1)[C:3]([C:5]1[CH:6]=[C:7]2[C:11](=[CH:12][CH:13]=1)[C:10](=[O:14])[O:9][CH2:8]2)=[O:4].[CH3:28][C:29]1[C:37]2[CH2:36][O:35][C:34](=[O:38])[C:33]=2[CH:32]=[CH:31][C:30]=1[CH2:39][CH:40]=O, predict the reaction product. The product is: [CH3:1][N:2]([CH:15]1[CH2:16][CH2:17][N:18]([CH2:40][CH2:39][C:30]2[C:29]([CH3:28])=[C:37]3[C:33](=[CH:32][CH:31]=2)[C:34](=[O:38])[O:35][CH2:36]3)[CH2:19][CH2:20]1)[C:3]([C:5]1[CH:6]=[C:7]2[C:11](=[CH:12][CH:13]=1)[C:10](=[O:14])[O:9][CH2:8]2)=[O:4]. (6) Given the reactants Br[C:2]1[CH:3]=[C:4]2[C:9](=[CH:10][CH:11]=1)[N:8]=[C:7]([O:12][CH:13]([CH3:15])[CH3:14])[CH:6]=[C:5]2[C:16]([F:19])([F:18])[F:17].[C:20]([O:23]CC)(=[O:22])C.O, predict the reaction product. The product is: [CH:13]([O:12][C:7]1[CH:6]=[C:5]([C:16]([F:19])([F:18])[F:17])[C:4]2[C:9](=[CH:10][CH:11]=[C:2]([C:20]([OH:23])=[O:22])[CH:3]=2)[N:8]=1)([CH3:15])[CH3:14].